The task is: Regression. Given a peptide amino acid sequence and an MHC pseudo amino acid sequence, predict their binding affinity value. This is MHC class I binding data.. This data is from Peptide-MHC class I binding affinity with 185,985 pairs from IEDB/IMGT. (1) The peptide sequence is AEAYCTGML. The MHC is HLA-B40:01 with pseudo-sequence HLA-B40:01. The binding affinity (normalized) is 0.560. (2) The MHC is HLA-A02:01 with pseudo-sequence HLA-A02:01. The peptide sequence is YMLSWGKEA. The binding affinity (normalized) is 0.936.